Dataset: Forward reaction prediction with 1.9M reactions from USPTO patents (1976-2016). Task: Predict the product of the given reaction. (1) The product is: [CH3:1][C:2]1[CH:14]=[CH:13][CH:12]=[C:11]([CH2:15][O:16][C@@H:17]2[CH2:22][CH2:21][CH2:20][C@H:19]([O:23][CH2:24][C:25]3[N:26]=[C:27]([C:31]4[CH:32]=[CH:33][C:34]([CH3:37])=[CH:35][CH:36]=4)[O:28][C:29]=3[CH3:30])[CH2:18]2)[C:3]=1[C:4]([OH:6])=[O:5]. Given the reactants [CH3:1][C:2]1[CH:14]=[CH:13][CH:12]=[C:11]([CH2:15][O:16][C@@H:17]2[CH2:22][CH2:21][CH2:20][C@H:19]([O:23][CH2:24][C:25]3[N:26]=[C:27]([C:31]4[CH:36]=[CH:35][C:34]([CH3:37])=[CH:33][CH:32]=4)[O:28][C:29]=3[CH3:30])[CH2:18]2)[C:3]=1[C:4]([O:6]C(C)(C)C)=[O:5].FC(F)(F)C(O)=O, predict the reaction product. (2) Given the reactants [Cl:1][C:2]1[CH:3]=[C:4]([CH:10]=[C:11]([Cl:14])[C:12]=1[OH:13])[C:5](OCC)=[O:6].O.[NH2:16][NH2:17], predict the reaction product. The product is: [Cl:1][C:2]1[CH:3]=[C:4]([CH:10]=[C:11]([Cl:14])[C:12]=1[OH:13])[C:5]([NH:16][NH2:17])=[O:6].